From a dataset of Full USPTO retrosynthesis dataset with 1.9M reactions from patents (1976-2016). Predict the reactants needed to synthesize the given product. (1) Given the product [C:24]([C:4]1[CH:3]=[C:2]([C:28]([O:30][CH2:31][C:32]([Cl:35])([Cl:34])[Cl:33])=[O:29])[N:6]([C:7]2[CH:16]=[C:15]3[C:10]([CH2:11][CH2:12][N:13]([C:17]([O:19][C:20]([CH3:21])([CH3:23])[CH3:22])=[O:18])[CH2:14]3)=[CH:9][CH:8]=2)[N:5]=1)([CH3:26])([CH3:27])[CH3:25], predict the reactants needed to synthesize it. The reactants are: N[C:2]1[N:6]([C:7]2[CH:16]=[C:15]3[C:10]([CH2:11][CH2:12][N:13]([C:17]([O:19][C:20]([CH3:23])([CH3:22])[CH3:21])=[O:18])[CH2:14]3)=[CH:9][CH:8]=2)[N:5]=[C:4]([C:24]([CH3:27])([CH3:26])[CH3:25])[CH:3]=1.[C:28](Cl)([O:30][CH2:31][C:32]([Cl:35])([Cl:34])[Cl:33])=[O:29].C([O-])(O)=O.[Na+]. (2) Given the product [CH3:1][C@:2]1([CH2:9][S:10]([N:27]2[CH2:28][CH2:29][CH:24]([O:23][C:22]3[CH:21]=[CH:20][C:19]([O:18][CH2:17][C:16]([F:15])([F:36])[C:32]([F:34])([F:35])[F:33])=[CH:31][CH:30]=3)[CH2:25][CH2:26]2)(=[O:12])=[O:11])[NH:3][C:4](=[O:8])[NH:5][C:6]1=[O:7], predict the reactants needed to synthesize it. The reactants are: [CH3:1][C@@:2]1([CH2:9][S:10](Cl)(=[O:12])=[O:11])[C:6](=[O:7])[NH:5][C:4](=[O:8])[NH:3]1.Cl.[F:15][C:16]([F:36])([C:32]([F:35])([F:34])[F:33])[CH2:17][O:18][C:19]1[CH:31]=[CH:30][C:22]([O:23][CH:24]2[CH2:29][CH2:28][NH:27][CH2:26][CH2:25]2)=[CH:21][CH:20]=1.